This data is from Catalyst prediction with 721,799 reactions and 888 catalyst types from USPTO. The task is: Predict which catalyst facilitates the given reaction. (1) The catalyst class is: 7. Reactant: [CH:1]1([CH2:4][C:5]([OH:7])=O)[CH2:3][CH2:2]1.[CH2:8]([C:12]1([N:22]([CH3:24])[CH3:23])[CH2:21][CH2:20][C:15]2([CH2:19][NH:18][CH2:17][CH2:16]2)[CH2:14][CH2:13]1)[CH2:9][CH2:10][CH3:11]. Product: [CH2:8]([C:12]1([N:22]([CH3:24])[CH3:23])[CH2:21][CH2:20][C:15]2([CH2:16][CH2:17][N:18]([C:5](=[O:7])[CH2:4][CH:1]3[CH2:2][CH2:3]3)[CH2:19]2)[CH2:14][CH2:13]1)[CH2:9][CH2:10][CH3:11]. (2) Reactant: [Br:1][C:2]1[CH:11]=[CH:10][C:5]2=[N+:6]([O-])[O:7][N:8]=[C:4]2[C:3]=1[Cl:12].P(OCC)(OCC)OCC. Product: [Br:1][C:2]1[CH:11]=[CH:10][C:5]2=[N:6][O:7][N:8]=[C:4]2[C:3]=1[Cl:12]. The catalyst class is: 8. (3) Reactant: [Cl:1][C:2]1[CH:9]=[C:8](F)[CH:7]=[CH:6][C:3]=1[C:4]#[N:5].[N:11]1([CH2:17][CH2:18][CH2:19][OH:20])[CH2:16][CH2:15][CH2:14][CH2:13][CH2:12]1.[H-].[Na+]. Product: [Cl:1][C:2]1[CH:9]=[C:8]([O:20][CH2:19][CH2:18][CH2:17][N:11]2[CH2:16][CH2:15][CH2:14][CH2:13][CH2:12]2)[CH:7]=[CH:6][C:3]=1[C:4]#[N:5]. The catalyst class is: 148. (4) Reactant: [O:1]=[C:2]1[CH2:7][CH:6]([C:8]([O:10][CH3:11])=[O:9])[CH2:5][CH:4]([C:12]([O:14][CH3:15])=[O:13])[CH2:3]1.[CH2:16](O)[CH2:17][OH:18]. Product: [O:18]1[C:2]2([CH2:3][CH:4]([C:12]([O:14][CH3:15])=[O:13])[CH2:5][CH:6]([C:8]([O:10][CH3:11])=[O:9])[CH2:7]2)[O:1][CH2:16][CH2:17]1. The catalyst class is: 626.